This data is from Catalyst prediction with 721,799 reactions and 888 catalyst types from USPTO. The task is: Predict which catalyst facilitates the given reaction. (1) Reactant: [Cl:1][C:2]1[CH:3]=[C:4]([C:9]2([CH2:24][OH:25])[O:15][CH2:14][CH2:13][N:12]([C:16]([O:18][C:19]([CH3:22])([CH3:21])[CH3:20])=[O:17])[CH2:11][C:10]2=[O:23])[CH:5]=[CH:6][C:7]=1[Cl:8].N1C=CN=C1.[C:31]([Si:35]([CH3:38])([CH3:37])Cl)([CH3:34])([CH3:33])[CH3:32]. Product: [Si:35]([O:25][CH2:24][C:9]1([C:4]2[CH:5]=[CH:6][C:7]([Cl:8])=[C:2]([Cl:1])[CH:3]=2)[O:15][CH2:14][CH2:13][N:12]([C:16]([O:18][C:19]([CH3:20])([CH3:21])[CH3:22])=[O:17])[CH2:11][C:10]1=[O:23])([C:31]([CH3:34])([CH3:33])[CH3:32])([CH3:38])[CH3:37]. The catalyst class is: 39. (2) Reactant: [N+:1]([C:4]1[CH:5]=[C:6]2[NH:12]C(=O)[O:10][C:8](=O)[C:7]2=[CH:14][CH:15]=1)([O-:3])=[O:2].[Cl:16][C:17]1[CH:25]=[C:24]([Cl:26])[CH:23]=[CH:22][C:18]=1[CH2:19][CH2:20][NH2:21].CN(C=O)C. Product: [NH2:12][C:6]1[CH:5]=[C:4]([N+:1]([O-:3])=[O:2])[CH:15]=[CH:14][C:7]=1[C:8]([NH:21][CH2:20][CH2:19][C:18]1[CH:22]=[CH:23][C:24]([Cl:26])=[CH:25][C:17]=1[Cl:16])=[O:10]. The catalyst class is: 2.